This data is from Reaction yield outcomes from USPTO patents with 853,638 reactions. The task is: Predict the reaction yield, written as a fraction of the theoretical maximum amount of product (1.0 means a 100% yield; for example, 0.34 means a 34% yield). (1) The reactants are C(N(CC)C(C)C)(C)C.[Cl:10][C:11]1[N:12]=[CH:13][C:14]([C:17]([OH:19])=O)=[N:15][CH:16]=1.F[P-](F)(F)(F)(F)F.C[N+](C)=C(N(C)C)ON1C2N=CC=CC=2N=N1.[F:44][C:45]([F:50])([F:49])[C@@H:46]([NH2:48])[CH3:47].C([O-])(O)=O.[Na+]. The catalyst is C(Cl)Cl. The product is [Cl:10][C:11]1[N:12]=[CH:13][C:14]([C:17]([NH:48][C@@H:46]([CH3:47])[C:45]([F:50])([F:49])[F:44])=[O:19])=[N:15][CH:16]=1. The yield is 0.730. (2) The reactants are [F:1][C:2]1[CH:7]=[CH:6][C:5]([N:8]2[C:16]3[CH2:15][CH2:14][CH2:13][N:12]([C:17](=[O:35])[CH:18]([N:25]4[C:29]([CH3:30])=[CH:28][C:27]([C:31]([F:34])([F:33])[F:32])=[N:26]4)[CH2:19][C:20]([O:22]CC)=[O:21])[C:11]=3[CH:10]=[N:9]2)=[CH:4][CH:3]=1.O[Li].O.C1COCC1.Cl. The catalyst is O.CO. The product is [F:1][C:2]1[CH:3]=[CH:4][C:5]([N:8]2[C:16]3[CH2:15][CH2:14][CH2:13][N:12]([C:17](=[O:35])[CH:18]([N:25]4[C:29]([CH3:30])=[CH:28][C:27]([C:31]([F:32])([F:34])[F:33])=[N:26]4)[CH2:19][C:20]([OH:22])=[O:21])[C:11]=3[CH:10]=[N:9]2)=[CH:6][CH:7]=1. The yield is 1.00. (3) The reactants are [C:1]([O:5][C:6](=[O:29])[CH2:7][C@@H:8]([CH2:17]OS(C1C=CC(C)=CC=1)(=O)=O)[CH2:9][C@H:10]([CH3:16])[CH2:11][CH2:12][CH2:13][CH2:14][CH3:15])([CH3:4])([CH3:3])[CH3:2].[N-:30]=[N+:31]=[N-:32].[Na+].CS(C)=O. The catalyst is CCOC(C)=O. The product is [C:1]([O:5][C:6](=[O:29])[CH2:7][C@@H:8]([CH2:17][N:30]=[N+:31]=[N-:32])[CH2:9][C@H:10]([CH3:16])[CH2:11][CH2:12][CH2:13][CH2:14][CH3:15])([CH3:4])([CH3:3])[CH3:2]. The yield is 0.890. (4) The reactants are [Br:1][C:2]1[N:7]=[CH:6][C:5]([NH2:8])=[CH:4][CH:3]=1.[I:9]I.CCCCCC. The catalyst is CCO.[O-]S([O-])(=O)=O.[Ag+].[Ag+]. The product is [Br:1][C:2]1[N:7]=[C:6]([I:9])[C:5]([NH2:8])=[CH:4][CH:3]=1. The yield is 0.650. (5) The reactants are [CH3:1][O:2][C:3](=[O:24])[C@@H:4]([NH2:23])[CH2:5][C:6]1[CH:11]=[CH:10][C:9]([NH:12][C:13]([C:15]2[C:20]([Cl:21])=[CH:19][N:18]=[CH:17][C:16]=2[Cl:22])=[O:14])=[CH:8][CH:7]=1.[C:25]([N:32]1[CH:36]=[CH:35]N=[CH:33]1)(N1C=CN=C1)=[S:26].C(N([CH2:42][CH3:43])CC)C. The catalyst is O1CCCC1. The product is [CH3:1][O:2][C:3](=[O:24])[C@@H:4]([NH:23][C:25]([N:32]([C:36]1[CH:35]=[CH:3][CH:4]=[CH:5][C:6]=1[CH2:7][C:43]1[CH:42]=[CH:11][CH:10]=[CH:9][CH:8]=1)[CH3:33])=[S:26])[CH2:5][C:6]1[CH:7]=[CH:8][C:9]([NH:12][C:13]([C:15]2[C:16]([Cl:22])=[CH:17][N:18]=[CH:19][C:20]=2[Cl:21])=[O:14])=[CH:10][CH:11]=1. The yield is 0.620. (6) The reactants are [O-]CC.[Na+].[C:5]([NH:8][CH:9]([C:15]([O:17][CH2:18][CH3:19])=[O:16])[C:10]([O:12][CH2:13][CH3:14])=[O:11])(=[O:7])[CH3:6].[CH3:20][C:21]([N+:27]([O-:29])=[O:28])([CH3:26])[CH2:22][CH2:23][CH2:24]I. The catalyst is C(O)C. The product is [C:5]([NH:8][C:9]([CH2:24][CH2:23][CH2:22][C:21]([CH3:26])([N+:27]([O-:29])=[O:28])[CH3:20])([C:15]([O:17][CH2:18][CH3:19])=[O:16])[C:10]([O:12][CH2:13][CH3:14])=[O:11])(=[O:7])[CH3:6]. The yield is 0.834. (7) The reactants are Br[C:2]1[C:3](=[O:10])[N:4]([CH3:9])[CH:5]=[C:6]([Br:8])[CH:7]=1.[CH3:11][O:12][CH2:13][CH2:14][CH2:15][N:16]1[CH2:21][CH2:20][N:19]2[N:22]=[C:23]([NH2:25])[CH:24]=[C:18]2[CH2:17]1.CC1(C)C2C(=C(P(C3C=CC=CC=3)C3C=CC=CC=3)C=CC=2)OC2C(P(C3C=CC=CC=3)C3C=CC=CC=3)=CC=CC1=2.C(=O)([O-])[O-].[Cs+].[Cs+]. The catalyst is [Pd].[Pd].C(=CC(C=CC1C=CC=CC=1)=O)C1C=CC=CC=1.C(=CC(C=CC1C=CC=CC=1)=O)C1C=CC=CC=1.C(=CC(C=CC1C=CC=CC=1)=O)C1C=CC=CC=1.O1CCOCC1. The product is [Br:8][C:6]1[CH:7]=[C:2]([NH:25][C:23]2[CH:24]=[C:18]3[CH2:17][N:16]([CH2:15][CH2:14][CH2:13][O:12][CH3:11])[CH2:21][CH2:20][N:19]3[N:22]=2)[C:3](=[O:10])[N:4]([CH3:9])[CH:5]=1. The yield is 0.420.